From a dataset of Forward reaction prediction with 1.9M reactions from USPTO patents (1976-2016). Predict the product of the given reaction. (1) The product is: [O:1]=[C:2]([NH:32][C:33]1[CH2:34][O:35][C:36](=[O:38])[CH:37]=1)[C:3]([C:5]1[C:13]2[C:8](=[CH:9][CH:10]=[CH:11][CH:12]=2)[N:7]([CH2:14][C:15]2[CH:16]=[CH:17][C:18]([CH2:21][C:22]([OH:24])=[O:23])=[CH:19][CH:20]=2)[CH:6]=1)=[O:4]. Given the reactants [O:1]=[C:2]([NH:32][C:33]1[CH2:34][O:35][C:36](=[O:38])[CH:37]=1)[C:3]([C:5]1[C:13]2[C:8](=[CH:9][CH:10]=[CH:11][CH:12]=2)[N:7]([CH2:14][C:15]2[CH:20]=[CH:19][C:18]([CH2:21][C:22]([O:24]CC3C=CC=CC=3)=[O:23])=[CH:17][CH:16]=2)[CH:6]=1)=[O:4], predict the reaction product. (2) Given the reactants [Br:1][C:2]1[C:6]2[N:7]=[CH:8][NH:9][C:10](=O)[C:5]=2[S:4][CH:3]=1.O=P(Cl)(Cl)[Cl:14], predict the reaction product. The product is: [Br:1][C:2]1[C:6]2[N:7]=[CH:8][N:9]=[C:10]([Cl:14])[C:5]=2[S:4][CH:3]=1. (3) Given the reactants Cl.Cl[C:3]1[C:12]2[C:7](=[CH:8][CH:9]=[CH:10][CH:11]=2)[N:6]=[CH:5][C:4]=1[C:13]1[CH:14]=[N:15][CH:16]=[CH:17][CH:18]=1.[OH-:19].[Na+], predict the reaction product. The product is: [N:15]1[CH:16]=[CH:17][CH:18]=[C:13]([C:4]2[C:3](=[O:19])[C:12]3[C:7](=[CH:8][CH:9]=[CH:10][CH:11]=3)[NH:6][CH:5]=2)[CH:14]=1.